This data is from Full USPTO retrosynthesis dataset with 1.9M reactions from patents (1976-2016). The task is: Predict the reactants needed to synthesize the given product. Given the product [F:1][C:2]1[C:3]([NH:22][C:23]2[CH:28]=[CH:27][C:26]([I:29])=[CH:25][C:24]=2[F:30])=[C:4]([CH:12]=[C:13]([CH2:16][NH:17][O:18][CH:19]([CH3:21])[CH3:20])[C:14]=1[F:15])[C:5]([NH:7][O:8][CH2:9][CH2:10][OH:11])=[O:6], predict the reactants needed to synthesize it. The reactants are: [F:1][C:2]1[C:3]([NH:22][C:23]2[CH:28]=[CH:27][C:26]([I:29])=[CH:25][C:24]=2[F:30])=[C:4]([CH:12]=[C:13](/[CH:16]=[N:17]/[O:18][CH:19]([CH3:21])[CH3:20])[C:14]=1[F:15])[C:5]([NH:7][O:8][CH2:9][CH2:10][OH:11])=[O:6].ClC(Cl)C(O)=O.